This data is from TCR-epitope binding with 47,182 pairs between 192 epitopes and 23,139 TCRs. The task is: Binary Classification. Given a T-cell receptor sequence (or CDR3 region) and an epitope sequence, predict whether binding occurs between them. (1) The epitope is RIFTIGTVTLK. Result: 1 (the TCR binds to the epitope). The TCR CDR3 sequence is CSTLGDNEQFF. (2) The epitope is VLWAHGFEL. The TCR CDR3 sequence is CASSEGGPLHF. Result: 1 (the TCR binds to the epitope). (3) The epitope is AVFDRKSDAK. The TCR CDR3 sequence is CASSLSFRAHNEQFF. Result: 1 (the TCR binds to the epitope). (4) The epitope is FLYALALLL. The TCR CDR3 sequence is CASSYQGGNYGYTF. Result: 1 (the TCR binds to the epitope). (5) The epitope is KLWAQCVQL. The TCR CDR3 sequence is CASSLWDSLNTEAFF. Result: 1 (the TCR binds to the epitope). (6) The epitope is QVPLRPMTYK. The TCR CDR3 sequence is CASSQEEGPSNQPQHF. Result: 0 (the TCR does not bind to the epitope). (7) The epitope is TLIGDCATV. The TCR CDR3 sequence is CASSQATDRWYEQYF. Result: 0 (the TCR does not bind to the epitope). (8) The epitope is TLIGDCATV. The TCR CDR3 sequence is CATRENAGFNEQFF. Result: 1 (the TCR binds to the epitope).